From a dataset of Full USPTO retrosynthesis dataset with 1.9M reactions from patents (1976-2016). Predict the reactants needed to synthesize the given product. (1) Given the product [CH3:21][N:19]([CH3:20])[CH2:18][CH2:17][N:12]1[C:11](=[O:22])[C:10]2[CH:23]=[CH:24][CH:25]=[C:8]3[C:9]=2[C:14](=[C:15]2[C:2]([NH:1][C:34](=[O:35])[O:36][CH2:37][CH2:38][CH2:39][CH3:40])=[CH:3][CH:4]=[CH:5][C:6]2=[CH:7]3)[C:13]1=[O:16], predict the reactants needed to synthesize it. The reactants are: [NH2:1][C:2]1[C:15]2[C:6](=[CH:7][C:8]3[C:9]4[C:14]=2[C:13](=[O:16])[N:12]([CH2:17][CH2:18][N:19]([CH3:21])[CH3:20])[C:11](=[O:22])[C:10]=4[CH:23]=[CH:24][CH:25]=3)[CH:5]=[CH:4][CH:3]=1.C(N(CC)CC)C.Cl[C:34]([O:36][CH2:37][CH2:38][CH2:39][CH3:40])=[O:35]. (2) The reactants are: [Cl:1][C:2]1[CH:7]=[C:6]([Cl:8])[CH:5]=[CH:4][C:3]=1[C:9](Cl)=[N:10][OH:11].[N:13]1[CH:18]=[CH:17][CH:16]=[C:15]([CH:19]([OH:29])[C:20]#[C:21][C:22]2[CH:27]=[CH:26][CH:25]=[C:24]([Cl:28])[CH:23]=2)[CH:14]=1.C(=O)(O)[O-].[Na+]. Given the product [Cl:28][C:24]1[CH:23]=[C:22]([C:21]2[O:11][N:10]=[C:9]([C:3]3[CH:4]=[CH:5][C:6]([Cl:8])=[CH:7][C:2]=3[Cl:1])[C:20]=2[CH:19]([C:15]2[CH:14]=[N:13][CH:18]=[CH:17][CH:16]=2)[OH:29])[CH:27]=[CH:26][CH:25]=1, predict the reactants needed to synthesize it. (3) The reactants are: [CH3:1][O:2][C:3](=[O:22])[C:4]1[CH:9]=[C:8]([OH:10])[CH:7]=[CH:6][C:5]=1[NH:11][S:12]([C:15]1[CH:20]=[CH:19][C:18]([CH3:21])=[CH:17][CH:16]=1)(=[O:14])=[O:13].F[C:24]1[CH:29]=[CH:28][C:27]([N+:30]([O-:32])=[O:31])=[C:26]([O:33][CH2:34][CH2:35][CH3:36])[CH:25]=1.C([O-])([O-])=O.[K+].[K+]. Given the product [CH3:1][O:2][C:3](=[O:22])[C:4]1[CH:9]=[C:8]([O:10][C:24]2[CH:29]=[CH:28][C:27]([N+:30]([O-:32])=[O:31])=[C:26]([O:33][CH2:34][CH2:35][CH3:36])[CH:25]=2)[CH:7]=[CH:6][C:5]=1[NH:11][S:12]([C:15]1[CH:16]=[CH:17][C:18]([CH3:21])=[CH:19][CH:20]=1)(=[O:14])=[O:13], predict the reactants needed to synthesize it. (4) Given the product [CH2:1]([N:3]1[CH:11]=[C:10]2[C:5]([CH:6]=[C:7]([C:13]([O:15][CH3:16])=[O:14])[CH:8]=[C:9]2[O:12][C:18]2[CH:23]=[N:22][C:21]([C:24]([N:26]3[CH2:27][CH2:28][CH2:29][CH2:30]3)=[O:25])=[CH:20][N:19]=2)=[N:4]1)[CH3:2], predict the reactants needed to synthesize it. The reactants are: [CH2:1]([N:3]1[CH:11]=[C:10]2[C:5]([CH:6]=[C:7]([C:13]([O:15][CH3:16])=[O:14])[CH:8]=[C:9]2[OH:12])=[N:4]1)[CH3:2].Cl[C:18]1[N:19]=[CH:20][C:21]([C:24]([N:26]2[CH2:30][CH2:29][CH2:28][CH2:27]2)=[O:25])=[N:22][CH:23]=1. (5) Given the product [CH:19]([N:22]1[C:26]([C:27]2[N:36]=[C:35]3[C:34]4[CH:37]=[C:38]([S:41]([N:8]5[CH2:9][CH2:10][CH2:11][C@H:7]5[CH2:6][N:1]5[CH2:5][CH2:4][CH2:3][CH2:2]5)(=[O:43])=[O:42])[CH:39]=[CH:40][C:33]=4[O:32][CH2:31][CH2:30][N:29]3[CH:28]=2)=[N:25][CH:24]=[N:23]1)([CH3:21])[CH3:20], predict the reactants needed to synthesize it. The reactants are: [N:1]1([CH2:6][C@@H:7]2[CH2:11][CH2:10][CH2:9][NH:8]2)[CH2:5][CH2:4][CH2:3][CH2:2]1.CCN(CC)CC.[CH:19]([N:22]1[C:26]([C:27]2[N:36]=[C:35]3[N:29]([CH2:30][CH2:31][O:32][C:33]4[CH:40]=[CH:39][C:38]([S:41](Cl)(=[O:43])=[O:42])=[CH:37][C:34]=43)[CH:28]=2)=[N:25][CH:24]=[N:23]1)([CH3:21])[CH3:20].